This data is from Catalyst prediction with 721,799 reactions and 888 catalyst types from USPTO. The task is: Predict which catalyst facilitates the given reaction. (1) Product: [C:1]12([CH2:11][CH2:12][N:13]([CH2:34][CH2:35][CH2:36][CH2:37][CH3:38])[C:14]([NH:16][CH2:17][CH2:18][CH:19]([OH:26])[C:20]3[CH:25]=[CH:24][N:23]=[CH:22][CH:21]=3)=[O:15])[CH2:8][CH:7]3[CH2:6][CH:5]([CH2:4][CH:3]([CH2:9]3)[CH2:2]1)[CH2:10]2. The catalyst class is: 209. Reactant: [C:1]12([CH2:11][CH2:12][N:13]([CH2:34][CH2:35][CH2:36][CH2:37][CH3:38])[C:14]([NH:16][CH2:17][CH2:18][CH:19]([O:26][Si](C(C)(C)C)(C)C)[C:20]3[CH:25]=[CH:24][N:23]=[CH:22][CH:21]=3)=[O:15])[CH2:10][CH:5]3[CH2:6][CH:7]([CH2:9][CH:3]([CH2:4]3)[CH2:2]1)[CH2:8]2. (2) Reactant: [N+:1]([C:4]1[CH:5]=[N:6][N:7]([CH:9]2[CH2:15][CH2:14][CH2:13][N:12]([C:16]([O:18][C:19]([CH3:22])([CH3:21])[CH3:20])=[O:17])[CH2:11][CH2:10]2)[CH:8]=1)([O-])=O. Product: [NH2:1][C:4]1[CH:5]=[N:6][N:7]([CH:9]2[CH2:15][CH2:14][CH2:13][N:12]([C:16]([O:18][C:19]([CH3:22])([CH3:21])[CH3:20])=[O:17])[CH2:11][CH2:10]2)[CH:8]=1. The catalyst class is: 19. (3) Reactant: [NH2:1][C:2]1[C:7]2[N:8]=[CH:9][N:10]([CH2:11][CH2:12][CH2:13][CH2:14][NH:15]C(=O)C)[C:6]=2[C:5]([CH3:19])=[C:4]([CH3:20])[N:3]=1. Product: [NH2:15][CH2:14][CH2:13][CH2:12][CH2:11][N:10]1[C:6]2[C:5]([CH3:19])=[C:4]([CH3:20])[N:3]=[C:2]([NH2:1])[C:7]=2[N:8]=[CH:9]1. The catalyst class is: 33. (4) Reactant: [CH3:1][O:2][C:3]1[CH:10]=[CH:9][C:6]([CH2:7][NH2:8])=[CH:5][CH:4]=1.Cl[C:12]1[N:20]=[CH:19][CH:18]=[CH:17][C:13]=1[C:14]([OH:16])=[O:15]. Product: [CH3:1][O:2][C:3]1[CH:10]=[CH:9][C:6]([CH2:7][NH:8][C:12]2[N:20]=[CH:19][CH:18]=[CH:17][C:13]=2[C:14]([OH:16])=[O:15])=[CH:5][CH:4]=1. The catalyst class is: 17. (5) Product: [CH3:1][C:2]1[CH:7]=[C:6]([CH:5]=[CH:4][C:3]=1[N:11]1[CH2:16][CH2:15][N:14]([CH:17]2[CH2:18][O:19][CH2:20]2)[CH2:13][CH2:12]1)[NH2:8]. The catalyst class is: 50. Reactant: [CH3:1][C:2]1[CH:7]=[C:6]([N+:8]([O-])=O)[CH:5]=[CH:4][C:3]=1[N:11]1[CH2:16][CH2:15][N:14]([CH:17]2[CH2:20][O:19][CH2:18]2)[CH2:13][CH2:12]1. (6) Reactant: Br[C:2]1[C:3]([Cl:25])=[CH:4][C:5]([O:19][CH2:20][CH2:21][CH2:22][CH2:23][OH:24])=[C:6]([S:8]([N:11]([CH3:18])[C:12]2[CH:17]=[CH:16][CH:15]=[CH:14][N:13]=2)(=[O:10])=[O:9])[CH:7]=1.[B:26]1([B:26]2[O:30][C:29]([CH3:32])([CH3:31])[C:28]([CH3:34])([CH3:33])[O:27]2)[O:30][C:29]([CH3:32])([CH3:31])[C:28]([CH3:34])([CH3:33])[O:27]1.C([O-])(=O)C.[K+]. Product: [Cl:25][C:3]1[C:2]([B:26]2[O:30][C:29]([CH3:32])([CH3:31])[C:28]([CH3:34])([CH3:33])[O:27]2)=[CH:7][C:6]([S:8]([N:11]([CH3:18])[C:12]2[CH:17]=[CH:16][CH:15]=[CH:14][N:13]=2)(=[O:10])=[O:9])=[C:5]([O:19][CH2:20][CH2:21][CH2:22][CH2:23][OH:24])[CH:4]=1. The catalyst class is: 12. (7) Reactant: [Cl:1][C:2]1[N:3]=[C:4]2[NH:11][C@:10]([CH3:16])([C:12]([F:15])([F:14])[F:13])[CH2:9][N:5]2[C:6](=[O:8])[CH:7]=1.[H-].[Na+].Br.Br[CH2:21][C:22]([C:24]1[CH:25]=[N:26][C:27]([CH3:30])=[CH:28][CH:29]=1)=[O:23]. Product: [Cl:1][C:2]1[N:3]=[C:4]2[N:11]([CH2:21][C:22]([C:24]3[CH:25]=[N:26][C:27]([CH3:30])=[CH:28][CH:29]=3)=[O:23])[C@:10]([CH3:16])([C:12]([F:13])([F:14])[F:15])[CH2:9][N:5]2[C:6](=[O:8])[CH:7]=1. The catalyst class is: 3. (8) Reactant: [C:1]([C:3]1[N:4]=[C:5]([C:8](OCC)=[O:9])[S:6][CH:7]=1)#[N:2].[BH4-].[Na+].[NH4+].[Cl-]. Product: [OH:9][CH2:8][C:5]1[S:6][CH:7]=[C:3]([C:1]#[N:2])[N:4]=1. The catalyst class is: 5. (9) Reactant: [F:1][C:2]([F:40])([F:39])[C:3]1[CH:38]=[CH:37][C:6]([CH2:7][NH:8][C:9]2[N:14]=[CH:13][C:12]([C:15]([C:18]3[C:26]4[C:21](=[N:22][CH:23]=[CH:24][CH:25]=4)[N:20]([Si](C(C)C)(C(C)C)C(C)C)[CH:19]=3)(O)[CH3:16])=[CH:11][CH:10]=2)=[CH:5][CH:4]=1.FC(F)(F)C(O)=O.C([SiH](CC)CC)C. Product: [NH:20]1[C:21]2=[N:22][CH:23]=[CH:24][CH:25]=[C:26]2[C:18]([C:15]([C:12]2[CH:11]=[CH:10][C:9]([NH:8][CH2:7][C:6]3[CH:5]=[CH:4][C:3]([C:2]([F:1])([F:40])[F:39])=[CH:38][CH:37]=3)=[N:14][CH:13]=2)=[CH2:16])=[CH:19]1. The catalyst class is: 10. (10) Reactant: N1CCC[C@H]1C(O)=O.[CH3:9][S:10][C:11]1[S:12][C:13]2[CH:19]=[C:18]([CH2:20][CH2:21][CH:22]=[O:23])[CH:17]=[CH:16][C:14]=2[N:15]=1.[Cl:24]N1C(=O)CCC1=O. Product: [Cl:24][CH:21]([CH2:20][C:18]1[CH:17]=[CH:16][C:14]2[N:15]=[C:11]([S:10][CH3:9])[S:12][C:13]=2[CH:19]=1)[CH:22]=[O:23]. The catalyst class is: 2.